From a dataset of Forward reaction prediction with 1.9M reactions from USPTO patents (1976-2016). Predict the product of the given reaction. (1) Given the reactants [OH:1][C:2]1[CH:7]=[CH:6][C:5]([S:8][C:9]([F:12])([F:11])[F:10])=[CH:4][N:3]=1.S(=O)(=O)(O)[OH:14].[N+:18]([O-])([OH:20])=[O:19], predict the reaction product. The product is: [OH:1][C:2]1[C:7]([N+:18]([O-:20])=[O:19])=[CH:6][C:5]([S:8]([C:9]([F:12])([F:10])[F:11])=[O:14])=[CH:4][N:3]=1. (2) Given the reactants C1(C)C=CC(S([O-])(=O)=O)=CC=1.[NH+]1C=CC=CC=1.[C:18]([O:21][CH:22]1[C:23]([O:61]C(OCC)C)([CH3:60])[CH2:24][CH2:25][CH:26]([OH:59])[CH2:27][C:28]([O:30][CH:31](/[C:36](/[CH3:58])=[CH:37]/[CH:38]=[CH:39]/[CH:40]([CH3:57])[CH2:41][CH:42]2[O:56][CH:43]2[CH:44]([CH3:55])[CH:45]([O:48][C:49](=[O:54])[CH2:50][O:51][CH2:52][CH3:53])[CH2:46][CH3:47])[CH:32]([CH3:35])[CH:33]=[CH:34]1)=[O:29])(=[O:20])[CH3:19], predict the reaction product. The product is: [C:18]([O:21][CH:22]1[C:23]([OH:61])([CH3:60])[CH2:24][CH2:25][CH:26]([OH:59])[CH2:27][C:28]([O:30][CH:31](/[C:36](/[CH3:58])=[CH:37]/[CH:38]=[CH:39]/[CH:40]([CH3:57])[CH2:41][CH:42]2[O:56][CH:43]2[CH:44]([CH3:55])[CH:45]([O:48][C:49](=[O:54])[CH2:50][O:51][CH2:52][CH3:53])[CH2:46][CH3:47])[CH:32]([CH3:35])[CH:33]=[CH:34]1)=[O:29])(=[O:20])[CH3:19]. (3) Given the reactants [Br:1][C:2]1[C:11]2[C:6](=[CH:7][CH:8]=[CH:9][CH:10]=2)[CH:5]=[CH:4][C:3]=1[OH:12].[H-].[Na+].[CH3:15]I, predict the reaction product. The product is: [Br:1][C:2]1[C:11]2[C:6](=[CH:7][CH:8]=[CH:9][CH:10]=2)[CH:5]=[CH:4][C:3]=1[O:12][CH3:15].